This data is from Full USPTO retrosynthesis dataset with 1.9M reactions from patents (1976-2016). The task is: Predict the reactants needed to synthesize the given product. Given the product [F:11][C:8]1[C:5]([C:6]#[N:7])=[C:4]([O:12][CH3:13])[C:3]([CH:1]2[CH2:2][O:22]2)=[CH:10][CH:9]=1, predict the reactants needed to synthesize it. The reactants are: [CH:1]([C:3]1[C:4]([O:12][CH3:13])=[C:5]([C:8]([F:11])=[CH:9][CH:10]=1)[C:6]#[N:7])=[CH2:2].C1C=C(Cl)C=C(C(OO)=[O:22])C=1.